Dataset: Catalyst prediction with 721,799 reactions and 888 catalyst types from USPTO. Task: Predict which catalyst facilitates the given reaction. (1) Reactant: Br[C:2]1[S:3][CH:4]=[C:5]([C:7]([O:9][CH2:10][CH3:11])=[O:8])[N:6]=1.[OH:12][CH2:13][C:14]1[CH:19]=[CH:18][CH:17]=[CH:16][C:15]=1B(O)O.ClCCl. Product: [OH:12][CH2:13][C:14]1[CH:19]=[CH:18][CH:17]=[CH:16][C:15]=1[C:2]1[S:3][CH:4]=[C:5]([C:7]([O:9][CH2:10][CH3:11])=[O:8])[N:6]=1. The catalyst class is: 57. (2) Reactant: [CH2:1]([O:8][C:9]1[CH:18]=[C:17]2[C:12]([C:13]([O:19][C:20]3[CH:25]=[CH:24][C:23](N)=[CH:22][C:21]=3[F:27])=[CH:14][CH:15]=[N:16]2)=[CH:11][CH:10]=1)[C:2]1[CH:7]=[CH:6][CH:5]=[CH:4][CH:3]=1.[F:28][C:29]1[CH:34]=[CH:33][C:32]([NH:35][C:36]([C:38]2([C:41]([OH:43])=O)[CH2:40][CH2:39]2)=[O:37])=[CH:31][CH:30]=1.C[N:45](C(ON1N=NC2C=CC=NC1=2)=[N+](C)C)C.F[P-](F)(F)(F)(F)F. Product: [CH2:1]([O:8][C:9]1[CH:18]=[C:17]2[C:12]([C:13]([O:19][C:20]3[CH:25]=[CH:24][C:23]([N:35]([C:32]4[CH:31]=[CH:30][C:29]([F:28])=[CH:34][CH:33]=4)[C:36]([C:38]4([C:41]([NH2:45])=[O:43])[CH2:39][CH2:40]4)=[O:37])=[CH:22][C:21]=3[F:27])=[CH:14][CH:15]=[N:16]2)=[CH:11][CH:10]=1)[C:2]1[CH:3]=[CH:4][CH:5]=[CH:6][CH:7]=1. The catalyst class is: 2. (3) Reactant: [CH2:1]([O:3][C:4]([N:6]1[C:14]2[C:9](=[CH:10][CH:11]=[C:12]([Cl:15])[CH:13]=2)/[C:8](=[CH:16]/[C:17]2[CH:22]=[CH:21][CH:20]=[C:19]([Cl:23])[CH:18]=2)/[C:7]1=[O:24])=[O:5])[CH3:2].[Cl:25][C:26]1[CH:31]=[CH:30][C:29]([CH:32]=[N:33][C:34]([O:36][Si](C)(C)C)=[CH2:35])=[CH:28][CH:27]=1. Product: [CH2:1]([O:3][C:4]([N:6]1[C:14]2[C:9](=[CH:10][CH:11]=[C:12]([Cl:15])[CH:13]=2)[C:8]2([CH:16]([C:17]3[CH:22]=[CH:21][CH:20]=[C:19]([Cl:23])[CH:18]=3)[CH2:35][C:34](=[O:36])[NH:33][CH:32]2[C:29]2[CH:30]=[CH:31][C:26]([Cl:25])=[CH:27][CH:28]=2)[C:7]1=[O:24])=[O:5])[CH3:2]. The catalyst class is: 11. (4) Reactant: [C:1]1([N:7]=[C:8]=[O:9])[CH:6]=[CH:5][CH:4]=[CH:3][CH:2]=1.FC(F)(F)C(O)=O.[CH2:17]([C:25]1([OH:42])[CH:33]=[C:32]2[CH2:34][NH:35][CH2:36][CH2:37][N:30]3[C:31]2=[C:27]([CH:28]=[CH:29]3)[CH:26]1[C:38]([F:41])([F:40])[F:39])[CH2:18][C:19]1[CH:24]=[CH:23][CH:22]=[CH:21][CH:20]=1.C(N(CC)CC)C. Product: [OH:42][C:25]1([CH2:17][CH2:18][C:19]2[CH:24]=[CH:23][CH:22]=[CH:21][CH:20]=2)[CH:33]=[C:32]2[CH2:34][NH:35][CH:36]([C:8]([NH:7][C:1]3[CH:6]=[CH:5][CH:4]=[CH:3][CH:2]=3)=[O:9])[CH2:37][N:30]3[C:31]2=[C:27]([CH:28]=[CH:29]3)[CH:26]1[C:38]([F:41])([F:40])[F:39]. The catalyst class is: 1.